This data is from Full USPTO retrosynthesis dataset with 1.9M reactions from patents (1976-2016). The task is: Predict the reactants needed to synthesize the given product. (1) Given the product [N:49]1([C:55]([O:39][C@H:36]2[CH2:37][CH2:38][C@H:33]([C:30]3[CH:31]=[CH:32][C:27]([C:23]4[N:22]=[C:21]5[N:40]([CH2:41][O:42][CH2:43][CH2:44][Si:45]([CH3:48])([CH3:47])[CH3:46])[C:18]([O:17][C@@H:16]6[CH2:15][O:14][C@@H:13]7[C@H:9]([O:8][Si:1]([C:4]([CH3:6])([CH3:7])[CH3:5])([CH3:3])[CH3:2])[CH2:10][O:11][C@H:12]67)=[N:19][C:20]5=[CH:25][C:24]=4[Cl:26])=[CH:28][CH:29]=3)[CH2:34][CH2:35]2)=[O:56])[CH2:54][CH2:53][O:52][CH2:51][CH2:50]1, predict the reactants needed to synthesize it. The reactants are: [Si:1]([O:8][C@H:9]1[C@H:13]2[O:14][CH2:15][C@@H:16]([O:17][C:18]3[N:40]([CH2:41][O:42][CH2:43][CH2:44][Si:45]([CH3:48])([CH3:47])[CH3:46])[C:21]4=[N:22][C:23]([C:27]5[CH:32]=[CH:31][C:30]([C@H:33]6[CH2:38][CH2:37][C@H:36]([OH:39])[CH2:35][CH2:34]6)=[CH:29][CH:28]=5)=[C:24]([Cl:26])[CH:25]=[C:20]4[N:19]=3)[C@H:12]2[O:11][CH2:10]1)([C:4]([CH3:7])([CH3:6])[CH3:5])([CH3:3])[CH3:2].[N:49]1([C:55](Cl)=[O:56])[CH2:54][CH2:53][O:52][CH2:51][CH2:50]1. (2) The reactants are: [NH2:1][C@@H:2]([CH3:18])[CH2:3][N:4]1[CH:8]=[CH:7][C:6]([C:9]2[CH:16]=[CH:15][C:12]([C:13]#[N:14])=[C:11]([Cl:17])[CH:10]=2)=[N:5]1.Cl.[O:20]1[CH2:25][CH2:24][N:23]([CH2:26][C:27]2[O:31][N:30]=[C:29]([C:32](O)=[O:33])[CH:28]=2)[CH2:22][CH2:21]1. Given the product [Cl:17][C:11]1[CH:10]=[C:9]([C:6]2[CH:7]=[CH:8][N:4]([CH2:3][C@@H:2]([NH:1][C:32]([C:29]3[CH:28]=[C:27]([CH2:26][N:23]4[CH2:22][CH2:21][O:20][CH2:25][CH2:24]4)[O:31][N:30]=3)=[O:33])[CH3:18])[N:5]=2)[CH:16]=[CH:15][C:12]=1[C:13]#[N:14], predict the reactants needed to synthesize it. (3) Given the product [C:18]1([C:2]2[C:11]3[C:6](=[CH:7][CH:8]=[CH:9][CH:10]=3)[CH:5]=[C:4]([NH:12][C:13]3[CH:17]=[CH:16][NH:15][N:14]=3)[N:3]=2)[CH:23]=[CH:22][CH:21]=[CH:20][CH:19]=1, predict the reactants needed to synthesize it. The reactants are: Cl[C:2]1[C:11]2[C:6](=[CH:7][CH:8]=[CH:9][CH:10]=2)[CH:5]=[C:4]([NH:12][C:13]2[CH:17]=[CH:16][NH:15][N:14]=2)[N:3]=1.[C:18]1(B(O)O)[CH:23]=[CH:22][CH:21]=[CH:20][CH:19]=1. (4) Given the product [C:22]([O:21][C:19](=[O:20])[N:6]([CH2:5][C:4]1[CH:10]=[C:11](/[CH:14]=[CH:15]/[CH2:16][O:17][CH3:18])[C:12]([CH3:13])=[C:2]([Br:1])[CH:3]=1)[CH:7]1[CH2:8][CH2:9]1)([CH3:25])([CH3:24])[CH3:23], predict the reactants needed to synthesize it. The reactants are: [Br:1][C:2]1[CH:3]=[C:4]([CH:10]=[C:11](/[CH:14]=[CH:15]/[CH2:16][O:17][CH3:18])[C:12]=1[CH3:13])[CH2:5][NH:6][CH:7]1[CH2:9][CH2:8]1.[C:19](O[C:19]([O:21][C:22]([CH3:25])([CH3:24])[CH3:23])=[O:20])([O:21][C:22]([CH3:25])([CH3:24])[CH3:23])=[O:20].CCN(C(C)C)C(C)C. (5) The reactants are: [S:1]1[C:5]([C:6]([C:8]2[CH:13]=[C:12]([CH2:14][CH3:15])[CH:11]=[CH:10][C:9]=2[OH:16])=[O:7])=[CH:4][C:3]2[CH:17]=[CH:18][CH:19]=[CH:20][C:2]1=2.C[O:22][C:23](=[O:43])[CH2:24][CH2:25][C:26]1[CH:31]=[CH:30][C:29]([O:32][CH2:33][CH2:34][CH:35](OS(C)(=O)=O)[CH3:36])=[CH:28][C:27]=1[CH3:42].C([O-])([O-])=O.[Cs+].[Cs+].[OH-].[Na+].Cl. Given the product [S:1]1[C:5]([C:6]([C:8]2[CH:13]=[C:12]([CH2:14][CH3:15])[CH:11]=[CH:10][C:9]=2[O:16][CH:35]([CH3:36])[CH2:34][CH2:33][O:32][C:29]2[CH:30]=[CH:31][C:26]([CH2:25][CH2:24][C:23]([OH:43])=[O:22])=[C:27]([CH3:42])[CH:28]=2)=[O:7])=[CH:4][C:3]2[CH:17]=[CH:18][CH:19]=[CH:20][C:2]1=2, predict the reactants needed to synthesize it. (6) Given the product [Cl:1][C:2]([Cl:7])([Cl:6])[C:3]([NH:13][C:12]1[CH:14]=[CH:15][C:16]2[O:17][CH2:18][CH2:8][O:9][C:10]=2[CH:11]=1)=[O:4], predict the reactants needed to synthesize it. The reactants are: [Cl:1][C:2]([Cl:7])([Cl:6])[C:3](Cl)=[O:4].[CH2:8]1[CH2:18][O:17][C:16]2[CH:15]=[CH:14][C:12]([NH2:13])=[CH:11][C:10]=2[O:9]1. (7) Given the product [Br:1][C:2]1[CH:14]=[C:13]([C:15]([NH2:17])=[O:16])[C:12]2[C:11]3[C:6](=[CH:7][CH:8]=[C:9]([C:18]([N:20]4[CH2:21][CH2:22][O:23][CH2:24][CH2:25]4)=[O:19])[CH:10]=3)[N:5]([CH2:27][C:28]3[CH:33]=[CH:32][C:31]([F:34])=[CH:30][CH:29]=3)[C:4]=2[CH:3]=1, predict the reactants needed to synthesize it. The reactants are: [Br:1][C:2]1[CH:14]=[C:13]([C:15]([NH2:17])=[O:16])[C:12]2[C:11]3[C:6](=[CH:7][CH:8]=[C:9]([C:18]([N:20]4[CH2:25][CH2:24][O:23][CH2:22][CH2:21]4)=[O:19])[CH:10]=3)[NH:5][C:4]=2[CH:3]=1.Cl[CH2:27][C:28]1[CH:33]=[CH:32][C:31]([F:34])=[CH:30][CH:29]=1.C1OCCOCCOCCOCCOCCOC1.C([O-])([O-])=O.[K+].[K+]. (8) The reactants are: [CH2:1](OC(OCC)CBr)[CH3:2].Cl.C([O-])(=O)C.[Na+].[NH2:16][C:17]1[NH:22][C:21](=[O:23])[CH:20]=[C:19]([NH2:24])[N:18]=1. Given the product [NH2:16][C:17]1[NH:22][C:21](=[O:23])[C:20]2[CH:2]=[CH:1][NH:24][C:19]=2[N:18]=1, predict the reactants needed to synthesize it. (9) Given the product [Cl:12][C:5]1[C:6]([CH3:11])=[C:7]([Cl:10])[CH:8]=[CH:9][C:4]=1[C:3]([OH:13])=[O:2], predict the reactants needed to synthesize it. The reactants are: C[O:2][C:3](=[O:13])[C:4]1[CH:9]=[CH:8][C:7]([Cl:10])=[C:6]([CH3:11])[C:5]=1[Cl:12].C1COCC1.[OH-].[K+].O. (10) Given the product [CH2:10]([C:18]1[CH:17]=[CH:16][CH:15]=[C:14]([Cl:13])[C:19]=1[CH:20]=[O:21])[CH:9]=[CH2:8], predict the reactants needed to synthesize it. The reactants are: CNCCN(C)C.[CH2:8]([Li])[CH2:9][CH2:10]C.[Cl:13][C:14]1[C:19]([CH:20]=[O:21])=[CH:18][CH:17]=[CH:16][CH:15]=1.[Cu]C#N.C(Br)C=C.[Cl-].[NH4+].